From a dataset of NCI-60 drug combinations with 297,098 pairs across 59 cell lines. Regression. Given two drug SMILES strings and cell line genomic features, predict the synergy score measuring deviation from expected non-interaction effect. (1) Synergy scores: CSS=93.5, Synergy_ZIP=6.60, Synergy_Bliss=6.33, Synergy_Loewe=5.72, Synergy_HSA=9.03. Drug 1: C1=CC(=C2C(=C1NCCNCCO)C(=O)C3=C(C=CC(=C3C2=O)O)O)NCCNCCO. Cell line: MOLT-4. Drug 2: CC(CN1CC(=O)NC(=O)C1)N2CC(=O)NC(=O)C2. (2) Drug 1: C1CN1P(=S)(N2CC2)N3CC3. Drug 2: CN1C(=O)N2C=NC(=C2N=N1)C(=O)N. Cell line: K-562. Synergy scores: CSS=22.2, Synergy_ZIP=-1.31, Synergy_Bliss=-2.42, Synergy_Loewe=-2.32, Synergy_HSA=1.88. (3) Drug 1: CC1OCC2C(O1)C(C(C(O2)OC3C4COC(=O)C4C(C5=CC6=C(C=C35)OCO6)C7=CC(=C(C(=C7)OC)O)OC)O)O. Synergy scores: CSS=47.3, Synergy_ZIP=-6.67, Synergy_Bliss=-5.38, Synergy_Loewe=-1.46, Synergy_HSA=-0.546. Cell line: CAKI-1. Drug 2: CCC1(C2=C(COC1=O)C(=O)N3CC4=CC5=C(C=CC(=C5CN(C)C)O)N=C4C3=C2)O.Cl. (4) Drug 1: C1CN(P(=O)(OC1)NCCCl)CCCl. Drug 2: C(CCl)NC(=O)N(CCCl)N=O. Cell line: T-47D. Synergy scores: CSS=2.25, Synergy_ZIP=2.56, Synergy_Bliss=9.19, Synergy_Loewe=6.48, Synergy_HSA=4.84. (5) Drug 1: C1CC(=O)NC(=O)C1N2C(=O)C3=CC=CC=C3C2=O. Drug 2: CC1CCCC2(C(O2)CC(NC(=O)CC(C(C(=O)C(C1O)C)(C)C)O)C(=CC3=CSC(=N3)C)C)C. Cell line: OVCAR-4. Synergy scores: CSS=36.8, Synergy_ZIP=3.13, Synergy_Bliss=2.28, Synergy_Loewe=-28.6, Synergy_HSA=-0.341.